This data is from Full USPTO retrosynthesis dataset with 1.9M reactions from patents (1976-2016). The task is: Predict the reactants needed to synthesize the given product. (1) Given the product [C:1]([O:5][C:6](=[O:7])[NH:8][C@H:9]([CH2:10][OH:11])[C@H:18]([F:25])[C:19]1[CH:24]=[CH:23][CH:22]=[CH:21][CH:20]=1)([CH3:4])([CH3:2])[CH3:3], predict the reactants needed to synthesize it. The reactants are: [C:1]([O:5][C:6]([NH:8][C@@H:9]([C@H:18]([F:25])[C:19]1[CH:24]=[CH:23][CH:22]=[CH:21][CH:20]=1)[CH2:10][O:11]C(=O)OCC=C)=[O:7])([CH3:4])([CH3:3])[CH3:2].N1CCOCC1. (2) Given the product [CH:1]1([C@H:4]([N:6]2[CH2:26][CH2:25][N:13]3[N:14]=[C:15]([CH2:17][O:18][C:19]4[CH:24]=[CH:23][CH:22]=[CH:21][CH:20]=4)[CH:16]=[C:12]3[C:10]2=[O:9])[CH3:5])[CH2:3][CH2:2]1, predict the reactants needed to synthesize it. The reactants are: [CH:1]1([C@H:4]([NH2:6])[CH3:5])[CH2:3][CH2:2]1.C([O:9][C:10]([C:12]1[N:13]([CH2:25][CH2:26]Br)[N:14]=[C:15]([CH2:17][O:18][C:19]2[CH:24]=[CH:23][CH:22]=[CH:21][CH:20]=2)[CH:16]=1)=O)C.[I-].[K+]. (3) Given the product [N+:8]([C:5]1[CH:6]=[CH:7][C:2]([N:11]2[CH2:16][CH2:15][O:14][CH:13]([CH2:17][CH2:18][OH:19])[CH2:12]2)=[CH:3][CH:4]=1)([O-:10])=[O:9], predict the reactants needed to synthesize it. The reactants are: F[C:2]1[CH:7]=[CH:6][C:5]([N+:8]([O-:10])=[O:9])=[CH:4][CH:3]=1.[NH:11]1[CH2:16][CH2:15][O:14][CH:13]([CH2:17][CH2:18][OH:19])[CH2:12]1.C(N(CC)C(C)C)(C)C. (4) Given the product [CH3:24][CH:23]([CH3:25])[C@H:18]([N:13]1[CH2:12][C:11]2[C:15](=[CH:16][C:8]([C:5]3[CH:4]=[CH:3][C:2]([NH:1][C:33]([NH:32][C:26]4[CH:31]=[CH:30][CH:29]=[CH:28][CH:27]=4)=[O:34])=[CH:7][CH:6]=3)=[CH:9][CH:10]=2)[C:14]1=[O:17])[C:19]([O:21][CH3:22])=[O:20], predict the reactants needed to synthesize it. The reactants are: [NH2:1][C:2]1[CH:7]=[CH:6][C:5]([C:8]2[CH:16]=[C:15]3[C:11]([CH2:12][N:13]([C@@H:18]([CH:23]([CH3:25])[CH3:24])[C:19]([O:21][CH3:22])=[O:20])[C:14]3=[O:17])=[CH:10][CH:9]=2)=[CH:4][CH:3]=1.[C:26]1([N:32]=[C:33]=[O:34])[CH:31]=[CH:30][CH:29]=[CH:28][CH:27]=1. (5) Given the product [OH:6][C@H:5]([CH2:4][OH:3])[CH2:7][CH2:8][NH:9][C:10]([CH:12]1[CH:16]([C:17]2[CH:22]=[CH:21][CH:20]=[C:19]([Cl:23])[C:18]=2[F:24])[C:15]([C:27]2[CH:32]=[CH:31][C:30]([Cl:33])=[CH:29][C:28]=2[F:34])([C:25]#[N:26])[CH:14]([CH2:35][C:36]([CH3:37])([CH3:39])[CH3:38])[N:13]1[CH:40]=[O:41])=[O:11], predict the reactants needed to synthesize it. The reactants are: CC1(C)[O:6][C@@H:5]([CH2:7][CH2:8][NH:9][C:10]([CH:12]2[CH:16]([C:17]3[CH:22]=[CH:21][CH:20]=[C:19]([Cl:23])[C:18]=3[F:24])[C:15]([C:27]3[CH:32]=[CH:31][C:30]([Cl:33])=[CH:29][C:28]=3[F:34])([C:25]#[N:26])[CH:14]([CH2:35][C:36]([CH3:39])([CH3:38])[CH3:37])[N:13]2[CH:40]=[O:41])=[O:11])[CH2:4][O:3]1.Cl. (6) Given the product [CH3:14][N:15]([CH3:16])[CH2:2][CH2:3][C:4]1[CH:9]=[CH:8][C:7]([N+:10]([O-:12])=[O:11])=[CH:6][CH:5]=1, predict the reactants needed to synthesize it. The reactants are: Br[CH2:2][CH2:3][C:4]1[CH:9]=[CH:8][C:7]([N+:10]([O-:12])=[O:11])=[CH:6][CH:5]=1.Cl.[CH3:14][NH:15][CH3:16].C([O-])([O-])=O.[K+].[K+]. (7) Given the product [F:1][CH2:2][CH2:3][NH:4][C:5]1[CH:10]=[CH:9][N:8]2[CH:13]=[C:14]([C:16]3[CH:21]=[CH:20][C:19]([OH:22])=[CH:18][CH:17]=3)[N:11]=[C:7]2[CH:6]=1, predict the reactants needed to synthesize it. The reactants are: [F:1][CH2:2][CH2:3][NH:4][C:5]1[CH:10]=[CH:9][N:8]=[C:7]([NH2:11])[CH:6]=1.Br[CH2:13][C:14]([C:16]1[CH:21]=[CH:20][C:19]([OH:22])=[CH:18][CH:17]=1)=O.